Dataset: HIV replication inhibition screening data with 41,000+ compounds from the AIDS Antiviral Screen. Task: Binary Classification. Given a drug SMILES string, predict its activity (active/inactive) in a high-throughput screening assay against a specified biological target. (1) The molecule is COc1cc2c(c(OC)c1OC)-c1cccc(=O)cc1C(NC(C)=O)CC2. The result is 0 (inactive). (2) The drug is CC1(C)C=C(C=NNc2ccccc2)C(C#N)=C(O)C1(C#N)C#N. The result is 0 (inactive).